Dataset: Reaction yield outcomes from USPTO patents with 853,638 reactions. Task: Predict the reaction yield, written as a fraction of the theoretical maximum amount of product (1.0 means a 100% yield; for example, 0.34 means a 34% yield). The reactants are [N:1]12[CH2:8][CH2:7][CH:4]([CH2:5][CH2:6]1)[CH:3]([CH2:9][C:10]([OH:12])=O)[CH2:2]2.[CH3:13][O:14][C:15]1[CH:20]=[CH:19][CH:18]=[CH:17][C:16]=1[CH2:21][CH2:22][NH2:23]. No catalyst specified. The product is [N:1]12[CH2:6][CH2:5][CH:4]([CH2:7][CH2:8]1)[CH:3]([CH2:9][C:10]([NH:23][CH2:22][CH2:21][C:16]1[CH:17]=[CH:18][CH:19]=[CH:20][C:15]=1[O:14][CH3:13])=[O:12])[CH2:2]2. The yield is 0.150.